Dataset: NCI-60 drug combinations with 297,098 pairs across 59 cell lines. Task: Regression. Given two drug SMILES strings and cell line genomic features, predict the synergy score measuring deviation from expected non-interaction effect. Drug 1: CN1C(=O)N2C=NC(=C2N=N1)C(=O)N. Drug 2: C1=CN(C=N1)CC(O)(P(=O)(O)O)P(=O)(O)O. Cell line: TK-10. Synergy scores: CSS=-1.89, Synergy_ZIP=-0.604, Synergy_Bliss=-2.56, Synergy_Loewe=-4.35, Synergy_HSA=-4.03.